Task: Predict the reactants needed to synthesize the given product.. Dataset: Full USPTO retrosynthesis dataset with 1.9M reactions from patents (1976-2016) The reactants are: CS(OCC1C(C2C=CC3OCOC=3C=2)=CSC=1C(F)(F)F)(=O)=O.FC1C=C(O)C=C(F)C=1CCC(OCC)=O.[O:41]1[C:45]2[CH:46]=[CH:47][C:48]([C:50]3[C:51]([CH2:59][O:60][C:61]4[C:66]([F:67])=[CH:65][C:64]([CH2:68][CH2:69][C:70]([O:72]CC)=[O:71])=[CH:63][C:62]=4[F:75])=[C:52]([C:55]([F:58])([F:57])[F:56])[S:53][CH:54]=3)=[CH:49][C:44]=2[O:43][CH2:42]1. Given the product [O:41]1[C:45]2[CH:46]=[CH:47][C:48]([C:50]3[C:51]([CH2:59][O:60][C:61]4[C:66]([F:67])=[CH:65][C:64]([CH2:68][CH2:69][C:70]([OH:72])=[O:71])=[CH:63][C:62]=4[F:75])=[C:52]([C:55]([F:57])([F:56])[F:58])[S:53][CH:54]=3)=[CH:49][C:44]=2[O:43][CH2:42]1, predict the reactants needed to synthesize it.